The task is: Predict the product of the given reaction.. This data is from Forward reaction prediction with 1.9M reactions from USPTO patents (1976-2016). (1) Given the reactants [NH2:1][C:2]1[CH:3]=[C:4]([C:8]2[S:12][C:11]([C:13]3[CH:14]=[C:15]4[C:19](=[CH:20][CH:21]=3)[C:18](=[O:22])[N:17]([CH3:23])[CH2:16]4)=[CH:10][CH:9]=2)[CH:5]=[N:6][CH:7]=1.[F:24][C:25]([F:37])([F:36])[C:26]1[CH:31]=[CH:30][CH:29]=[CH:28][C:27]=1[S:32](Cl)(=[O:34])=[O:33], predict the reaction product. The product is: [CH3:23][N:17]1[CH2:16][C:15]2[C:19](=[CH:20][CH:21]=[C:13]([C:11]3[S:12][C:8]([C:4]4[CH:3]=[C:2]([NH:1][S:32]([C:27]5[CH:28]=[CH:29][CH:30]=[CH:31][C:26]=5[C:25]([F:24])([F:36])[F:37])(=[O:34])=[O:33])[CH:7]=[N:6][CH:5]=4)=[CH:9][CH:10]=3)[CH:14]=2)[C:18]1=[O:22]. (2) The product is: [C:17]([O:21][C:22]([N:24]1[CH2:29][CH2:28][CH:27]([NH:16][CH2:15][C:12]2[N:11]=[C:10]([C:2]3[O:1][C:9]4[CH:8]=[CH:7][N:6]=[CH:5][C:4]=4[CH:3]=3)[O:14][N:13]=2)[CH2:26][CH2:25]1)=[O:23])([CH3:20])([CH3:18])[CH3:19]. Given the reactants [O:1]1[C:9]2[CH:8]=[CH:7][N:6]=[CH:5][C:4]=2[CH:3]=[C:2]1[C:10]1[O:14][N:13]=[C:12]([CH2:15][NH2:16])[N:11]=1.[C:17]([O:21][C:22]([N:24]1[CH2:29][CH2:28][C:27](=O)[CH2:26][CH2:25]1)=[O:23])([CH3:20])([CH3:19])[CH3:18], predict the reaction product. (3) The product is: [CH2:26]([O:33][C:34]1[CH:39]=[C:38]([C:12]2[C:13]([CH3:14])=[C:8]([C:6]#[N:7])[C:9]([NH:19][C:20](=[O:25])[C:21]([F:24])([F:23])[F:22])=[C:10]([O:17][CH3:18])[C:11]=2[F:16])[CH:37]=[CH:36][CH:35]=1)[C:27]1[CH:32]=[CH:31][CH:30]=[CH:29][CH:28]=1. Given the reactants CN(C)C=O.[C:6]([C:8]1[C:13]([CH3:14])=[C:12](I)[C:11]([F:16])=[C:10]([O:17][CH3:18])[C:9]=1[NH:19][C:20](=[O:25])[C:21]([F:24])([F:23])[F:22])#[N:7].[CH2:26]([O:33][C:34]1[CH:35]=[C:36](B(O)O)[CH:37]=[CH:38][CH:39]=1)[C:27]1[CH:32]=[CH:31][CH:30]=[CH:29][CH:28]=1, predict the reaction product. (4) Given the reactants [O:1]=[S:2]1(=[O:31])[C:7]2[CH:8]=[CH:9][CH:10]=[CH:11][C:6]=2[NH:5][C:4]([C:12]2[C:13](=[O:30])[N:14]([N:23]=[CH:24][C:25]3[O:26][CH:27]=[CH:28][CH:29]=3)[C:15]3[C:20]([C:21]=2[OH:22])=[CH:19][CH:18]=[CH:17][CH:16]=3)=[N:3]1.CO.[BH4-].[Li+].Cl, predict the reaction product. The product is: [O:31]=[S:2]1(=[O:1])[C:7]2[CH:8]=[CH:9][CH:10]=[CH:11][C:6]=2[NH:5][C:4]([C:12]2[C:13](=[O:30])[N:14]([NH:23][CH2:24][C:25]3[O:26][CH:27]=[CH:28][CH:29]=3)[C:15]3[C:20]([C:21]=2[OH:22])=[CH:19][CH:18]=[CH:17][CH:16]=3)=[N:3]1. (5) Given the reactants Br[C:2]1[CH:7]=[CH:6][C:5]([C:8]23[CH2:15][N:12]([CH2:13][CH2:14]2)[CH2:11][CH:10]=[CH:9]3)=[CH:4][N:3]=1.[C:16]1([C:22]([C:47]2[CH:52]=[CH:51][CH:50]=[CH:49][CH:48]=2)([C:41]2[CH:46]=[CH:45][CH:44]=[CH:43][CH:42]=2)[N:23]2[CH:27]=[C:26]([Sn](CCCC)(CCCC)CCCC)[N:25]=[CH:24]2)[CH:21]=[CH:20][CH:19]=[CH:18][CH:17]=1, predict the reaction product. The product is: [C:47]1([C:22]([C:16]2[CH:17]=[CH:18][CH:19]=[CH:20][CH:21]=2)([C:41]2[CH:42]=[CH:43][CH:44]=[CH:45][CH:46]=2)[N:23]2[CH:27]=[C:26]([C:2]3[CH:7]=[CH:6][C:5]([C:8]45[CH2:15][N:12]([CH2:13][CH2:14]4)[CH2:11][CH:10]=[CH:9]5)=[CH:4][N:3]=3)[N:25]=[CH:24]2)[CH:52]=[CH:51][CH:50]=[CH:49][CH:48]=1. (6) Given the reactants [Br:1][C:2]1[CH:3]=[C:4]([CH:12]=[CH:13][CH:14]=1)[O:5][CH:6]1[CH2:11][CH2:10][NH:9][CH2:8][CH2:7]1.[CH2:15]=O, predict the reaction product. The product is: [Br:1][C:2]1[CH:3]=[C:4]([CH:12]=[CH:13][CH:14]=1)[O:5][CH:6]1[CH2:7][CH2:8][N:9]([CH3:15])[CH2:10][CH2:11]1.